Task: Predict the product of the given reaction.. Dataset: Forward reaction prediction with 1.9M reactions from USPTO patents (1976-2016) The product is: [F:24][C:18]1[CH:19]=[CH:20][CH:21]=[C:22]([F:23])[C:17]=1[NH:16][C:14]([C@H:6]1[N:5]([C:3](=[O:4])[C@@H:2]([NH:1][C:40](=[O:41])[C@@H:39]([N:38]([CH2:44][CH2:45][S:46]([CH3:49])(=[O:48])=[O:47])[C:36](=[O:37])[O:35][CH2:28][C:29]2[CH:34]=[CH:33][CH:32]=[CH:31][CH:30]=2)[CH3:43])[CH:25]([CH3:27])[CH3:26])[C:9]2=[N:10][CH:11]=[CH:12][CH:13]=[C:8]2[CH2:7]1)=[O:15]. Given the reactants [NH2:1][C@@H:2]([CH:25]([CH3:27])[CH3:26])[C:3]([N:5]1[C:9]2=[N:10][CH:11]=[CH:12][CH:13]=[C:8]2[CH2:7][C@H:6]1[C:14]([NH:16][C:17]1[C:22]([F:23])=[CH:21][CH:20]=[CH:19][C:18]=1[F:24])=[O:15])=[O:4].[CH2:28]([O:35][C:36]([N:38]([CH2:44][CH2:45][S:46]([CH3:49])(=[O:48])=[O:47])[C@@H:39]([CH3:43])[C:40](O)=[O:41])=[O:37])[C:29]1[CH:34]=[CH:33][CH:32]=[CH:31][CH:30]=1.CN(C(ON1N=NC2C=CC=NC1=2)=[N+](C)C)C.F[P-](F)(F)(F)(F)F.C(N(C(C)C)CC)(C)C, predict the reaction product.